Dataset: Full USPTO retrosynthesis dataset with 1.9M reactions from patents (1976-2016). Task: Predict the reactants needed to synthesize the given product. (1) Given the product [C:1]([NH:4][C:5]1[CH:21]=[CH:20][C:8]([O:9][CH2:10][CH2:11][C:12]([CH3:18])([CH3:19])[C:13]([O:15][CH2:16][CH3:17])=[O:14])=[CH:7][C:6]=1[NH2:22])(=[O:3])[CH3:2], predict the reactants needed to synthesize it. The reactants are: [C:1]([NH:4][C:5]1[CH:21]=[CH:20][C:8]([O:9][CH2:10][CH2:11][C:12]([CH3:19])([CH3:18])[C:13]([O:15][CH2:16][CH3:17])=[O:14])=[CH:7][C:6]=1[N+:22]([O-])=O)(=[O:3])[CH3:2].[H][H]. (2) Given the product [Cl:16][C:13]1[CH:14]=[CH:15][C:10]([CH:7]2[C:8]3[N:30]([CH:27]([CH3:29])[CH3:28])[N:31]=[C:1]([CH3:2])[C:4]=3[C:5](=[O:26])[N:6]2[C:17]2[CH:22]=[C:21]([CH3:23])[C:20](=[O:24])[N:19]([CH3:25])[CH:18]=2)=[CH:11][CH:12]=1, predict the reactants needed to synthesize it. The reactants are: [C:1]([CH:4]1[C:8](=O)[CH:7]([C:10]2[CH:15]=[CH:14][C:13]([Cl:16])=[CH:12][CH:11]=2)[N:6]([C:17]2[CH:22]=[C:21]([CH3:23])[C:20](=[O:24])[N:19]([CH3:25])[CH:18]=2)[C:5]1=[O:26])(=O)[CH3:2].[CH:27]([NH:30][NH2:31])([CH3:29])[CH3:28].